Task: Binary Classification. Given a T-cell receptor sequence (or CDR3 region) and an epitope sequence, predict whether binding occurs between them.. Dataset: TCR-epitope binding with 47,182 pairs between 192 epitopes and 23,139 TCRs (1) The epitope is IIKDYGKQM. The TCR CDR3 sequence is CASSQDRGSLYEQYF. Result: 0 (the TCR does not bind to the epitope). (2) The epitope is YLNTLTLAV. The TCR CDR3 sequence is CASSDSPGEETQYF. Result: 1 (the TCR binds to the epitope). (3) The TCR CDR3 sequence is CASSAPGQLNSPLHF. The epitope is ILGLPTQTV. Result: 0 (the TCR does not bind to the epitope).